From a dataset of Catalyst prediction with 721,799 reactions and 888 catalyst types from USPTO. Predict which catalyst facilitates the given reaction. (1) Reactant: [CH2:1]([NH2:4])[CH:2]=[CH2:3].C(O[C@H:9]1[C@H:14]([N:15]=[C:16]=[S:17])[C@@H:13]([O:18][C:19](=[O:21])[CH3:20])[C@H:12]([O:22][C:23](=[O:25])[CH3:24])[C@@H:11]([CH2:26][O:27][C:28](=[O:30])[CH3:29])[O:10]1)(=O)C.C(O)(C(F)(F)F)=O. Product: [C:23]([O:22][C@@H:12]1[C@@H:11]([CH2:26][O:27][C:28](=[O:30])[CH3:29])[O:10][C@H:9]2[C@H:14]([N:15]=[C:16]([NH:4][CH2:1][CH:2]=[CH2:3])[S:17]2)[C@H:13]1[O:18][C:19](=[O:21])[CH3:20])(=[O:25])[CH3:24]. The catalyst class is: 2. (2) Reactant: [F:1][C:2]1[CH:3]=[C:4]([O:20][CH2:21][CH2:22][O:23][CH3:24])[C:5]([O:15][CH2:16][CH2:17][O:18][CH3:19])=[C:6]([C:8]2[C:9]([CH3:14])=[N:10][NH:11][C:12]=2[NH2:13])[CH:7]=1.[Cl:25][C:26]1[CH:27]=[C:28]([CH:31]=[CH:32][C:33]=1[OH:34])[CH:29]=O.FC(F)(F)C(O)=O. Product: [ClH:25].[Cl:25][C:26]1[CH:27]=[C:28]([C:29]2[C:7]3[C:2]([F:1])=[CH:3][C:4]([O:20][CH2:21][CH2:22][O:23][CH3:24])=[C:5]([O:15][CH2:16][CH2:17][O:18][CH3:19])[C:6]=3[C:8]3[C:9]([CH3:14])=[N:10][NH:11][C:12]=3[N:13]=2)[CH:31]=[CH:32][C:33]=1[OH:34]. The catalyst class is: 5. (3) Reactant: [Cl:1][C:2]1[CH:27]=[CH:26][CH:25]=[C:24]([Cl:28])[C:3]=1[C:4]([NH:6][C:7]1[CH:12]=[CH:11][N:10]=[C:9]([NH:13][C:14]2[CH:19]=[C:18]([CH:20]([CH3:22])[CH3:21])[N:17]=[C:16](Cl)[N:15]=2)[CH:8]=1)=[O:5].C(N(C(C)C)CC)(C)C.[CH3:38][S:39]([N:42]1[CH2:47][CH2:46][NH:45][CH2:44][CH2:43]1)(=[O:41])=[O:40]. Product: [Cl:28][C:24]1[CH:25]=[CH:26][CH:27]=[C:2]([Cl:1])[C:3]=1[C:4]([NH:6][C:7]1[CH:12]=[CH:11][N:10]=[C:9]([NH:13][C:14]2[CH:19]=[C:18]([CH:20]([CH3:22])[CH3:21])[N:17]=[C:16]([N:45]3[CH2:46][CH2:47][N:42]([S:39]([CH3:38])(=[O:41])=[O:40])[CH2:43][CH2:44]3)[N:15]=2)[CH:8]=1)=[O:5]. The catalyst class is: 8. (4) Reactant: [CH2:1]([O:3][C:4]([C:6]1[C:15](=[O:16])[C:14]2[C:9](=[CH:10][C:11](F)=[C:12]([F:17])[CH:13]=2)[N:8]([CH2:19][C:20]2[CH:25]=[CH:24][C:23]([Cl:26])=[CH:22][CH:21]=2)[CH:7]=1)=[O:5])[CH3:2].[C:27]([N:34]1[CH2:39][CH2:38][NH:37][CH2:36][CH2:35]1)([O:29][C:30]([CH3:33])([CH3:32])[CH3:31])=[O:28]. Product: [CH2:1]([O:3][C:4]([C:6]1[C:15](=[O:16])[C:14]2[C:9](=[CH:10][C:11]([N:37]3[CH2:36][CH2:35][N:34]([C:27]([O:29][C:30]([CH3:33])([CH3:32])[CH3:31])=[O:28])[CH2:39][CH2:38]3)=[C:12]([F:17])[CH:13]=2)[N:8]([CH2:19][C:20]2[CH:25]=[CH:24][C:23]([Cl:26])=[CH:22][CH:21]=2)[CH:7]=1)=[O:5])[CH3:2]. The catalyst class is: 10. (5) The catalyst class is: 20. Reactant: [NH2:1][C:2]1[N:7]=[CH:6][N:5]=[C:4]2[N:8]([CH:15]([C:17]3[C:18]([O:36][CH2:37][CH3:38])=[C:19]([CH:25]4[CH2:28][N:27]([C:29]([O:31][C:32]([CH3:35])([CH3:34])[CH3:33])=[O:30])[CH2:26]4)[C:20]([F:24])=[C:21]([Cl:23])[CH:22]=3)[CH3:16])[N:9]=[C:10]([CH:11]([OH:14])CO)[C:3]=12.C(O)(=O)C.I([O-])(=O)(=O)=O.[Na+]. Product: [NH2:1][C:2]1[N:7]=[CH:6][N:5]=[C:4]2[N:8]([CH:15]([C:17]3[C:18]([O:36][CH2:37][CH3:38])=[C:19]([CH:25]4[CH2:26][N:27]([C:29]([O:31][C:32]([CH3:34])([CH3:33])[CH3:35])=[O:30])[CH2:28]4)[C:20]([F:24])=[C:21]([Cl:23])[CH:22]=3)[CH3:16])[N:9]=[C:10]([CH:11]=[O:14])[C:3]=12.